Dataset: Peptide-MHC class I binding affinity with 185,985 pairs from IEDB/IMGT. Task: Regression. Given a peptide amino acid sequence and an MHC pseudo amino acid sequence, predict their binding affinity value. This is MHC class I binding data. The peptide sequence is RYLKDQQLL. The MHC is Patr-A0701 with pseudo-sequence Patr-A0701. The binding affinity (normalized) is 0.